The task is: Predict which catalyst facilitates the given reaction.. This data is from Catalyst prediction with 721,799 reactions and 888 catalyst types from USPTO. Reactant: CS[C:3]([NH:8][C:9]1[CH:14]=[CH:13][C:12]([CH3:15])=[CH:11][CH:10]=1)=[CH:4][N+:5]([O-:7])=[O:6].[NH2:16][NH2:17]. Product: [NH:16]([C:3]([NH:8][C:9]1[CH:14]=[CH:13][C:12]([CH3:15])=[CH:11][CH:10]=1)=[CH:4][N+:5]([O-:7])=[O:6])[NH2:17]. The catalyst class is: 14.